Predict the product of the given reaction. From a dataset of Forward reaction prediction with 1.9M reactions from USPTO patents (1976-2016). (1) Given the reactants [Cl:1][C:2]1[CH:3]=[C:4]2[C:8](=[CH:9][CH:10]=1)[N:7]([CH3:11])[C:6]([C:12]([OH:14])=O)=[C:5]2[CH3:15].C[O:17][C:18](=[O:38])[CH2:19][CH2:20][C:21]1[CH:26]=[CH:25][C:24]([O:27][C:28]2[CH:33]=[C:32]([Cl:34])[CH:31]=[C:30]([CH2:35][NH2:36])[CH:29]=2)=[CH:23][C:22]=1[CH3:37], predict the reaction product. The product is: [Cl:34][C:32]1[CH:33]=[C:28]([CH:29]=[C:30]([CH2:35][NH:36][C:12]([C:6]2[N:7]([CH3:11])[C:8]3[C:4]([C:5]=2[CH3:15])=[CH:3][C:2]([Cl:1])=[CH:10][CH:9]=3)=[O:14])[CH:31]=1)[O:27][C:24]1[CH:25]=[CH:26][C:21]([CH2:20][CH2:19][C:18]([OH:38])=[O:17])=[C:22]([CH3:37])[CH:23]=1. (2) Given the reactants [F:1][C:2]([F:17])([F:16])[CH2:3][O:4][C:5]1[C:9]([O:10][CH2:11][C:12]([F:15])([F:14])[F:13])=[CH:8][S:7][CH:6]=1.[CH3:18][O:19][C:20](C1SC([C:20]([O:19][CH3:18])=[O:21])=C(O)C=1O)=[O:21].S1C=CC=C1.FC(F)(F)CO.C1C=CC(P(C2C=CC=CC=2)C2C=CC=CC=2)=CC=1.C[CH2:64][O:65][C:66](/N=N/[C:66]([O:65][CH2:64]C)=[O:67])=[O:67], predict the reaction product. The product is: [CH3:18][O:19][C:20]([C:6]1[S:7][C:8]([C:66]([O:65][CH3:64])=[O:67])=[C:9]([O:10][CH2:11][C:12]([F:15])([F:14])[F:13])[C:5]=1[O:4][CH2:3][C:2]([F:1])([F:16])[F:17])=[O:21]. (3) Given the reactants Br[C:2]1[C:11]2[N:10]([CH3:12])[C:9](=[O:13])[CH:8]=[CH:7][C:6]=2[N:5]=[CH:4][C:3]=1[C:14]([O:16][CH3:17])=[O:15].C(=O)([O-])[O-].[K+].[K+].CO[CH2:26][CH2:27]OC, predict the reaction product. The product is: [CH:26]([C:2]1[C:11]2[N:10]([CH3:12])[C:9](=[O:13])[CH:8]=[CH:7][C:6]=2[N:5]=[CH:4][C:3]=1[C:14]([O:16][CH3:17])=[O:15])=[CH2:27]. (4) Given the reactants C([O:3][C:4](=O)[C:5]([O:8][C:9]1[CH:10]=[N:11][C:12]([NH:15][C:16]2[C:17](=[O:24])[N:18]([CH3:23])[N:19]=[C:20]([Cl:22])[CH:21]=2)=[CH:13][CH:14]=1)([CH3:7])[CH3:6])C.[H-].[H-].[H-].[H-].[Li+].[Al+3].CCOC(C)=O, predict the reaction product. The product is: [Cl:22][C:20]1[CH:21]=[C:16]([NH:15][C:12]2[CH:13]=[CH:14][C:9]([O:8][C:5]([CH3:7])([CH3:6])[CH2:4][OH:3])=[CH:10][N:11]=2)[C:17](=[O:24])[N:18]([CH3:23])[N:19]=1. (5) Given the reactants [O:1]1[CH2:6][CH2:5][CH:4]([C:7]([O:9]C)=O)[CH2:3][CH2:2]1.CC(C)C(=O)[CH2:14][C:15]#[N:16], predict the reaction product. The product is: [O:9]=[C:7]([CH:4]1[CH2:3][CH2:2][O:1][CH2:6][CH2:5]1)[CH2:14][C:15]#[N:16]. (6) Given the reactants [H-].[H-].[H-].[H-].[Li+].[Al+3].[CH2:7]([O:14][C:15]1[C:16](=[O:40])[CH:17]=[CH:18][N:19]2[CH:24]([CH2:25][C:26](OCC)=[O:27])[CH2:23][N:22]([CH2:31][C:32]3[CH:37]=[CH:36][C:35]([F:38])=[CH:34][CH:33]=3)[C:21](=[O:39])[C:20]=12)[C:8]1[CH:13]=[CH:12][CH:11]=[CH:10][CH:9]=1, predict the reaction product. The product is: [CH2:7]([O:14][C:15]1[C:16](=[O:40])[CH:17]=[CH:18][N:19]2[CH:24]([CH2:25][CH2:26][OH:27])[CH2:23][N:22]([CH2:31][C:32]3[CH:37]=[CH:36][C:35]([F:38])=[CH:34][CH:33]=3)[C:21](=[O:39])[C:20]=12)[C:8]1[CH:13]=[CH:12][CH:11]=[CH:10][CH:9]=1. (7) Given the reactants [O:1]1[C:5]2[CH:6]=[CH:7][C:8]([C:10]3[C:11]([O:30][CH2:31][CH2:32][OH:33])=[N:12][N:13]([CH3:29])[C:14]=3[NH:15][S:16]([C:19]3[CH:24]=[CH:23][C:22]([C:25]([CH3:28])([CH3:27])[CH3:26])=[CH:21][CH:20]=3)(=[O:18])=[O:17])=[CH:9][C:4]=2[O:3][CH2:2]1.C[OH:35], predict the reaction product. The product is: [O:1]1[C:5]2[CH:6]=[CH:7][C:8]([C:10]3[C:11]([O:30][CH2:31][CH2:32][OH:33])=[N:12][N:13]([CH3:29])[C:14]=3[NH:15][S:16]([C:19]3[CH:24]=[CH:23][C:22]([C:25]([CH3:28])([CH3:26])[CH2:27][OH:35])=[CH:21][CH:20]=3)(=[O:18])=[O:17])=[CH:9][C:4]=2[O:3][CH2:2]1.